From a dataset of Reaction yield outcomes from USPTO patents with 853,638 reactions. Predict the reaction yield, written as a fraction of the theoretical maximum amount of product (1.0 means a 100% yield; for example, 0.34 means a 34% yield). (1) The reactants are [CH3:1][Li].[Cl:3][C:4]1[C:11]([N+:12]([O-:14])=[O:13])=[CH:10][CH:9]=[CH:8][C:5]=1[CH:6]=[O:7]. The catalyst is [Ti](Cl)(Cl)(Cl)Cl.CCOCC. The product is [Cl:3][C:4]1[C:11]([N+:12]([O-:14])=[O:13])=[CH:10][CH:9]=[CH:8][C:5]=1[C@@H:6]([OH:7])[CH3:1]. The yield is 0.840. (2) The reactants are FC(F)(F)C(O)=O.C([O:15][C:16]1[CH:35]=[CH:34][C:19]([CH2:20][C:21]2[CH:25]=[C:24]([C:26]3[C:27]([NH2:33])=[N:28][CH:29]=[C:30]([F:32])[CH:31]=3)[O:23][N:22]=2)=[CH:18][CH:17]=1)C1C=CC=CC=1.C1(SC)C=CC=CC=1.C(=O)([O-])O.[Na+]. No catalyst specified. The product is [NH2:33][C:27]1[C:26]([C:24]2[O:23][N:22]=[C:21]([CH2:20][C:19]3[CH:34]=[CH:35][C:16]([OH:15])=[CH:17][CH:18]=3)[CH:25]=2)=[CH:31][C:30]([F:32])=[CH:29][N:28]=1. The yield is 0.980. (3) The reactants are [C:1]([N:8]1[CH2:12][C@@H:11]([NH:13][CH:14]2[CH2:19][CH2:18][C:17]([F:21])([F:20])[CH2:16][CH2:15]2)[CH2:10][C@H:9]1[C:22]([O:24][CH3:25])=[O:23])([O:3][C:4]([CH3:7])([CH3:6])[CH3:5])=[O:2].[C:26](Cl)(=[O:31])[C:27]([CH3:30])([CH3:29])[CH3:28]. The catalyst is ClCCCl.CN(C1C=CN=CC=1)C. The product is [C:1]([N:8]1[CH2:12][C@@H:11]([N:13]([CH:14]2[CH2:19][CH2:18][C:17]([F:20])([F:21])[CH2:16][CH2:15]2)[C:26](=[O:31])[C:27]([CH3:30])([CH3:29])[CH3:28])[CH2:10][C@H:9]1[C:22]([O:24][CH3:25])=[O:23])([O:3][C:4]([CH3:7])([CH3:6])[CH3:5])=[O:2]. The yield is 0.820.